From a dataset of Catalyst prediction with 721,799 reactions and 888 catalyst types from USPTO. Predict which catalyst facilitates the given reaction. The catalyst class is: 5. Reactant: [C:1]([C:3]1[CH:4]=[N:5][C:6]2[C:11]([C:12]=1[NH:13][C:14]1[CH:19]=[CH:18][C:17](/[CH:20]=[CH:21]/[C:22]([O:24]C)=[O:23])=[C:16]3[O:26][CH2:27][O:28][C:15]=13)=[CH:10][C:9]([O:29][CH3:30])=[C:8]([O:31][CH3:32])[CH:7]=2)#[N:2].[OH-].[Na+]. Product: [C:1]([C:3]1[CH:4]=[N:5][C:6]2[C:11]([C:12]=1[NH:13][C:14]1[CH:19]=[CH:18][C:17](/[CH:20]=[CH:21]/[C:22]([OH:24])=[O:23])=[C:16]3[O:26][CH2:27][O:28][C:15]=13)=[CH:10][C:9]([O:29][CH3:30])=[C:8]([O:31][CH3:32])[CH:7]=2)#[N:2].